Dataset: CYP2D6 inhibition data for predicting drug metabolism from PubChem BioAssay. Task: Regression/Classification. Given a drug SMILES string, predict its absorption, distribution, metabolism, or excretion properties. Task type varies by dataset: regression for continuous measurements (e.g., permeability, clearance, half-life) or binary classification for categorical outcomes (e.g., BBB penetration, CYP inhibition). Dataset: cyp2d6_veith. (1) The drug is CC(=NCC(=O)O)c1ccccc1. The result is 1 (inhibitor). (2) The molecule is O=C(c1cccc(F)c1)N1CCC2(CCCN(c3cccc(-c4ccccc4)c3)C2)CC1. The result is 0 (non-inhibitor). (3) The molecule is CN(CC(=O)O)Cc1c[nH]c2ccccc12. The result is 0 (non-inhibitor). (4) The result is 0 (non-inhibitor). The drug is COc1ccc(OCC(=O)N/N=C/c2ccc(O[C@@H]3O[C@H](CO)[C@@H](O)[C@H](O)[C@H]3O)cc2)cc1. (5) The compound is O[C@@H](c1cc(-c2ccccc2)nc2c1ccc1ccccc12)[C@@H]1CCCCN1. The result is 1 (inhibitor). (6) The molecule is CC(C)(C)C(=O)N1CCC(O)(CS(=O)(=O)Cc2ccc(Cl)cc2)CC1. The result is 0 (non-inhibitor). (7) The drug is Cc1ccc(NC(=O)C(=O)NCc2ccc(/C=C(/C#N)C(=O)NCc3cccnc3)o2)cc1. The result is 0 (non-inhibitor).